Dataset: Full USPTO retrosynthesis dataset with 1.9M reactions from patents (1976-2016). Task: Predict the reactants needed to synthesize the given product. (1) Given the product [I:1][C:2]1[C:10]2[C:5](=[CH:6][C:7]([C@H:11]3[C@@:13]4([C:21]5[C:16](=[CH:17][CH:18]=[CH:19][CH:20]=5)[N:15]([CH3:25])[C:14]4=[O:22])[CH2:12]3)=[CH:8][CH:9]=2)[NH:4][N:3]=1, predict the reactants needed to synthesize it. The reactants are: [I:1][C:2]1[C:10]2[C:5](=[CH:6][C:7]([C@H:11]3[C@@:13]4([C:21]5[C:16](=[CH:17][CH:18]=[CH:19][CH:20]=5)[NH:15][C:14]4=[O:22])[CH2:12]3)=[CH:8][CH:9]=2)[NH:4][N:3]=1.N1C2C(=CC=C([C@H]3[C@@]4(C5C(=CC=CC=5)N(C)C4=O)C3)C=2)[CH:25]=N1. (2) The reactants are: [CH2:1]([O:8][C:9]1[CH:37]=[CH:36][C:12]([NH:13][C:14]2[C:23]3[C:18](=[CH:19][CH:20]=[C:21]([C:24]4[O:28][C:27]([CH:29]=[CH:30][C:31]([O:33]CC)=[O:32])=[CH:26][CH:25]=4)[CH:22]=3)[N:17]=[CH:16][N:15]=2)=[CH:11][C:10]=1[Cl:38])[C:2]1[CH:7]=[CH:6][CH:5]=[CH:4][CH:3]=1.[OH-].[Na+]. Given the product [CH2:1]([O:8][C:9]1[CH:37]=[CH:36][C:12]([NH:13][C:14]2[C:23]3[C:18](=[CH:19][CH:20]=[C:21]([C:24]4[O:28][C:27]([CH:29]=[CH:30][C:31]([OH:33])=[O:32])=[CH:26][CH:25]=4)[CH:22]=3)[N:17]=[CH:16][N:15]=2)=[CH:11][C:10]=1[Cl:38])[C:2]1[CH:7]=[CH:6][CH:5]=[CH:4][CH:3]=1, predict the reactants needed to synthesize it. (3) Given the product [F:26][CH:2]1[CH2:6][N:5]([C:7]([O:9][C:10]([CH3:13])([CH3:12])[CH3:11])=[O:8])[CH:4]([C:14]([O:16][CH3:17])=[O:15])[C:3]1([CH3:19])[CH3:18], predict the reactants needed to synthesize it. The reactants are: O[CH:2]1[CH2:6][N:5]([C:7]([O:9][C:10]([CH3:13])([CH3:12])[CH3:11])=[O:8])[CH:4]([C:14]([O:16][CH3:17])=[O:15])[C:3]1([CH3:19])[CH3:18].CCN(S(F)(F)[F:26])CC. (4) Given the product [ClH:11].[C:1]([O:4][CH2:5][C:6]([O:10][CH2:8][CH3:9])=[NH:7])(=[O:3])[CH3:2], predict the reactants needed to synthesize it. The reactants are: [C:1]([O:4][CH2:5][C:6]#[N:7])(=[O:3])[CH3:2].[CH2:8]([OH:10])[CH3:9].[ClH:11].